This data is from Catalyst prediction with 721,799 reactions and 888 catalyst types from USPTO. The task is: Predict which catalyst facilitates the given reaction. Reactant: [Br:1][C:2]1[CH:3]=[C:4]2[C:8](=[CH:9][CH:10]=1)[CH2:7][CH:6]([N:11]([C:22](=[O:25])[CH2:23]Cl)[CH2:12][CH2:13][NH:14]C(=O)OC(C)(C)C)[CH2:5]2.Cl.CCOCC.C([O-])([O-])=O.[K+].[K+]. Product: [Br:1][C:2]1[CH:3]=[C:4]2[C:8](=[CH:9][CH:10]=1)[CH2:7][CH:6]([N:11]1[CH2:12][CH2:13][NH:14][CH2:23][C:22]1=[O:25])[CH2:5]2. The catalyst class is: 2.